This data is from Reaction yield outcomes from USPTO patents with 853,638 reactions. The task is: Predict the reaction yield, written as a fraction of the theoretical maximum amount of product (1.0 means a 100% yield; for example, 0.34 means a 34% yield). (1) The reactants are OS(O)(=O)=O.[Cl:6][C:7]1[CH:8]=[CH:9][C:10]([CH3:16])=[C:11]([CH:15]=1)[C:12]([OH:14])=[O:13].[N+:17]([O-])([OH:19])=[O:18]. No catalyst specified. The product is [Cl:6][C:7]1[CH:8]=[C:9]([N+:17]([O-:19])=[O:18])[C:10]([CH3:16])=[C:11]([CH:15]=1)[C:12]([OH:14])=[O:13]. The yield is 0.930. (2) The reactants are [C:1](Cl)(=[O:8])[C:2]1[CH:7]=[CH:6][CH:5]=[CH:4][CH:3]=1.[NH2:10][C:11]1[O:12][C:13]2[CH:19]=[C:18]([N+:20]([O-:22])=[O:21])[CH:17]=[CH:16][C:14]=2[N:15]=1. The catalyst is O. The product is [N+:20]([C:18]1[CH:17]=[CH:16][C:14]2[N:15]=[C:11]([NH:10][C:1](=[O:8])[C:2]3[CH:7]=[CH:6][CH:5]=[CH:4][CH:3]=3)[O:12][C:13]=2[CH:19]=1)([O-:22])=[O:21]. The yield is 0.880. (3) The reactants are [C:1]([O:5][C:6]([N:8]1[CH2:13][CH2:12][C:11]([CH2:18][S:19][C:20]2[CH:25]=[CH:24][C:23]([O:26][CH2:27][C:28]#[C:29][CH3:30])=[CH:22][CH:21]=2)([C:14]([NH:16][OH:17])=[O:15])[CH2:10][CH2:9]1)=[O:7])([CH3:4])([CH3:3])[CH3:2].[OH:31]O. The catalyst is CO. The product is [C:1]([O:5][C:6]([N:8]1[CH2:13][CH2:12][C:11]([CH2:18][S:19]([C:20]2[CH:25]=[CH:24][C:23]([O:26][CH2:27][C:28]#[C:29][CH3:30])=[CH:22][CH:21]=2)=[O:31])([C:14]([NH:16][OH:17])=[O:15])[CH2:10][CH2:9]1)=[O:7])([CH3:4])([CH3:3])[CH3:2]. The yield is 0.670. (4) The reactants are [CH2:1]([O:3][Si:4]([O:11][CH2:12][CH3:13])([O:8][CH2:9][CH3:10])[O:5][CH2:6][CH3:7])[CH3:2].[CH2:14](O)[CH2:15][CH2:16][CH2:17][CH2:18][CH2:19]CC. No catalyst specified. The product is [CH2:9]([O:8][Si:4]([O:5][CH2:6][CH3:7])([O:11][CH2:12][CH3:13])[O:3][CH2:1][CH2:2][CH2:14][CH2:15][CH2:16][CH2:17][CH2:18][CH3:19])[CH3:10]. The yield is 0.500.